From a dataset of Forward reaction prediction with 1.9M reactions from USPTO patents (1976-2016). Predict the product of the given reaction. Given the reactants [CH3:1][C:2]1[CH:7]=[CH:6][C:5]([C:8](=O)[CH2:9][C:10](=O)[C:11]([F:14])([F:13])[F:12])=[CH:4][C:3]=1[C:17]([F:20])([F:19])[F:18].[NH2:21][C:22]1[C:26]([C:27]2[CH:28]=[N:29][CH:30]=[CH:31][CH:32]=2)=[CH:25][NH:24][N:23]=1, predict the reaction product. The product is: [CH3:1][C:2]1[CH:7]=[CH:6][C:5]([C:8]2[CH:9]=[C:10]([C:11]([F:14])([F:13])[F:12])[N:23]3[N:24]=[CH:25][C:26]([C:27]4[CH:28]=[N:29][CH:30]=[CH:31][CH:32]=4)=[C:22]3[N:21]=2)=[CH:4][C:3]=1[C:17]([F:20])([F:19])[F:18].